This data is from Full USPTO retrosynthesis dataset with 1.9M reactions from patents (1976-2016). The task is: Predict the reactants needed to synthesize the given product. (1) Given the product [CH3:1][C:2]1[CH:7]=[CH:6][C:5]([S:8][C:9]2[CH:10]=[C:11]([CH3:15])[CH:12]=[CH:13][CH:14]=2)=[C:4]([NH2:16])[CH:3]=1, predict the reactants needed to synthesize it. The reactants are: [CH3:1][C:2]1[CH:7]=[CH:6][C:5]([S:8][C:9]2[CH:10]=[C:11]([CH3:15])[CH:12]=[CH:13][CH:14]=2)=[C:4]([N+:16]([O-])=O)[CH:3]=1.Cl[Sn]Cl. (2) Given the product [CH2:1]([O:8][CH2:9][CH:10]([NH:24][S:25]([C:28]1[C:37]2[C:32](=[CH:33][CH:34]=[CH:35][CH:36]=2)[C:31]([CH3:38])=[CH:30][CH:29]=1)(=[O:27])=[O:26])[CH:11]1[CH2:12][CH2:13][NH:14][CH2:15][CH2:16]1)[C:2]1[CH:7]=[CH:6][CH:5]=[CH:4][CH:3]=1, predict the reactants needed to synthesize it. The reactants are: [CH2:1]([O:8][CH2:9][CH:10]([NH:24][S:25]([C:28]1[C:37]2[C:32](=[CH:33][CH:34]=[CH:35][CH:36]=2)[C:31]([CH3:38])=[CH:30][CH:29]=1)(=[O:27])=[O:26])[CH:11]1[CH2:16][CH2:15][N:14](C(OC(C)(C)C)=O)[CH2:13][CH2:12]1)[C:2]1[CH:7]=[CH:6][CH:5]=[CH:4][CH:3]=1.C(O)(C(F)(F)F)=O.